From a dataset of Full USPTO retrosynthesis dataset with 1.9M reactions from patents (1976-2016). Predict the reactants needed to synthesize the given product. (1) Given the product [F:16][C:17]1[CH:22]=[C:21]([C:2]2[C:11]([CH:12]=[O:13])=[CH:10][C:9]3[C:4](=[C:5]([O:14][CH3:15])[CH:6]=[CH:7][CH:8]=3)[N:3]=2)[CH:20]=[CH:19][CH:18]=1, predict the reactants needed to synthesize it. The reactants are: Cl[C:2]1[C:11]([CH:12]=[O:13])=[CH:10][C:9]2[C:4](=[C:5]([O:14][CH3:15])[CH:6]=[CH:7][CH:8]=2)[N:3]=1.[F:16][C:17]1[CH:18]=[C:19](B(O)O)[CH:20]=[CH:21][CH:22]=1.C(O)(O)=O. (2) Given the product [CH2:23]([O:22][C:20](=[O:21])[CH2:19][C:18]([NH:9][CH2:10][CH2:11][C:12]([O:14][CH2:15][CH3:16])=[O:13])=[O:25])[CH3:24], predict the reactants needed to synthesize it. The reactants are: C(N(CC)CC)C.Cl.[NH2:9][CH2:10][CH2:11][C:12]([O:14][CH2:15][CH3:16])=[O:13].Cl[C:18](=[O:25])[CH2:19][C:20]([O:22][CH2:23][CH3:24])=[O:21]. (3) Given the product [Cl:1][C:2]1[CH:27]=[CH:26][C:5]2[NH:6][C:7]3[N:8]=[CH:9][CH:10]=[CH:11][C:12]=3[C:13]([CH:23]([F:24])[F:25])([CH2:14][O:15][CH:16]([CH3:18])[CH3:17])[C:4]=2[CH:3]=1, predict the reactants needed to synthesize it. The reactants are: [Cl:1][C:2]1[CH:27]=[CH:26][C:5]2[NH:6][C:7]3[N:8]=[CH:9][CH:10]=[CH:11][C:12]=3[C:13]([CH:23]([F:25])[F:24])([CH:14](OC(C)C)[O:15][CH:16]([CH3:18])[CH3:17])[C:4]=2[CH:3]=1. (4) Given the product [ClH:1].[ClH:1].[C:8]1([NH:14][C:15]([N:17]2[CH2:22][CH2:21][NH:20][CH2:19][CH:18]2[CH2:30][O:31][C:32]2[CH:33]=[N:34][CH:35]=[CH:36][CH:37]=2)=[O:16])[CH:9]=[CH:10][CH:11]=[CH:12][CH:13]=1, predict the reactants needed to synthesize it. The reactants are: [ClH:1].O1CCOCC1.[C:8]1([NH:14][C:15]([N:17]2[CH2:22][CH2:21][N:20](C(OC(C)(C)C)=O)[CH2:19][CH:18]2[CH2:30][O:31][C:32]2[CH:33]=[N:34][CH:35]=[CH:36][CH:37]=2)=[O:16])[CH:13]=[CH:12][CH:11]=[CH:10][CH:9]=1.